This data is from Full USPTO retrosynthesis dataset with 1.9M reactions from patents (1976-2016). The task is: Predict the reactants needed to synthesize the given product. (1) Given the product [F:1][C:2]([F:13])([C:6]1[CH:11]=[CH:10][C:9]([F:12])=[CH:8][N:7]=1)[C:3]1[NH:20][C:18](=[O:19])[C:17]2[C:16](=[C:24]([Br:25])[CH:23]=[CH:22][CH:21]=2)[N:15]=1, predict the reactants needed to synthesize it. The reactants are: [F:1][C:2]([F:13])([C:6]1[CH:11]=[CH:10][C:9]([F:12])=[CH:8][N:7]=1)[C:3]([O-])=O.[Na+].[NH2:15][C:16]1[C:24]([Br:25])=[CH:23][CH:22]=[CH:21][C:17]=1[C:18]([NH2:20])=[O:19]. (2) The reactants are: [N+:1]([C:4]1[CH:9]=[CH:8][C:7]([N:10]2[CH2:15][CH2:14][N:13]([CH2:16][C@@H:17]([OH:19])[CH3:18])[CH2:12][CH2:11]2)=[CH:6][CH:5]=1)([O-])=O.C(O)C.[H][H]. Given the product [NH2:1][C:4]1[CH:5]=[CH:6][C:7]([N:10]2[CH2:11][CH2:12][N:13]([CH2:16][C@@H:17]([OH:19])[CH3:18])[CH2:14][CH2:15]2)=[CH:8][CH:9]=1, predict the reactants needed to synthesize it. (3) Given the product [CH2:15]([O:3][CH:4]1[CH2:9][CH2:8][N:7]([S:10]([CH3:13])(=[O:12])=[O:11])[CH2:6][CH2:5]1)[C:16]#[C:17][CH3:18], predict the reactants needed to synthesize it. The reactants are: [H-].[Na+].[OH:3][CH:4]1[CH2:9][CH2:8][N:7]([S:10]([CH3:13])(=[O:12])=[O:11])[CH2:6][CH2:5]1.Br[CH2:15][C:16]#[C:17][CH3:18].O. (4) Given the product [ClH:31].[CH:1]1([CH2:7][O:8][C:9]2[C:10]3[N:11]([C:15]([C:19]([NH:21][C@H:22]([C:25]4[CH:26]=[CH:27][CH:28]=[CH:29][CH:30]=4)[CH2:23][OH:24])=[O:20])=[C:16]([CH3:18])[N:17]=3)[CH:12]=[CH:13][CH:14]=2)[CH2:6][CH2:5][CH2:4][CH2:3][CH2:2]1, predict the reactants needed to synthesize it. The reactants are: [CH:1]1([CH2:7][O:8][C:9]2[C:10]3[N:11]([C:15]([C:19]([NH:21][C@H:22]([C:25]4[CH:30]=[CH:29][CH:28]=[CH:27][CH:26]=4)[CH2:23][OH:24])=[O:20])=[C:16]([CH3:18])[N:17]=3)[CH:12]=[CH:13][CH:14]=2)[CH2:6][CH2:5][CH2:4][CH2:3][CH2:2]1.[ClH:31].C(OCC)(=O)C. (5) The reactants are: [S:1]1[C:9]2[CH:8]=[CH:7][N:6]=[CH:5][C:4]=2[CH:3]=[CH:2]1.[Li]CCCC.[Cl:15][C:16]1[CH:17]=[C:18]([C:25]([CH3:35])([CH3:34])[CH2:26][C:27]2([C:30]([F:33])([F:32])[F:31])[CH2:29][O:28]2)[C:19]2[O:23][CH2:22][CH2:21][C:20]=2[CH:24]=1. Given the product [Cl:15][C:16]1[CH:17]=[C:18]([C:25]([CH3:35])([CH3:34])[CH2:26][C:27]([CH2:29][C:2]2[S:1][C:9]3[CH:8]=[CH:7][N:6]=[CH:5][C:4]=3[CH:3]=2)([OH:28])[C:30]([F:31])([F:32])[F:33])[C:19]2[O:23][CH2:22][CH2:21][C:20]=2[CH:24]=1, predict the reactants needed to synthesize it. (6) Given the product [CH3:8][O:9][C:10]1[CH:11]=[CH:12][CH:13]=[C:14]2[C:19]=1[CH:18]([NH:20][C:21]1[CH:30]=[CH:29][C:28]3[C:23](=[CH:24][CH:25]=[C:26]([NH:31][S:3]([N:2]([CH3:7])[CH3:1])(=[O:5])=[O:4])[CH:27]=3)[N:22]=1)[CH2:17][CH2:16][CH2:15]2, predict the reactants needed to synthesize it. The reactants are: [CH3:1][N:2]([CH3:7])[S:3](Cl)(=[O:5])=[O:4].[CH3:8][O:9][C:10]1[CH:11]=[CH:12][CH:13]=[C:14]2[C:19]=1[CH:18]([NH:20][C:21]1[CH:30]=[CH:29][C:28]3[C:23](=[CH:24][CH:25]=[C:26]([NH2:31])[CH:27]=3)[N:22]=1)[CH2:17][CH2:16][CH2:15]2.